Dataset: Peptide-MHC class I binding affinity with 185,985 pairs from IEDB/IMGT. Task: Regression. Given a peptide amino acid sequence and an MHC pseudo amino acid sequence, predict their binding affinity value. This is MHC class I binding data. (1) The peptide sequence is DEFLKVPEW. The MHC is HLA-A25:01 with pseudo-sequence YYAMYRNNVAHTDESIAYIRYQDYTWAEWAYRWY. The binding affinity (normalized) is 0.0847. (2) The binding affinity (normalized) is 1.00. The peptide sequence is FAPLILIKWL. The MHC is Mamu-A01 with pseudo-sequence Mamu-A01. (3) The peptide sequence is SELRPDTRYV. The MHC is HLA-B18:01 with pseudo-sequence HLA-B18:01. The binding affinity (normalized) is 0. (4) The binding affinity (normalized) is 0. The MHC is HLA-A30:01 with pseudo-sequence HLA-A30:01. The peptide sequence is MISTYPGNT. (5) The peptide sequence is TTTLEETKF. The MHC is HLA-A11:01 with pseudo-sequence HLA-A11:01. The binding affinity (normalized) is 0.